Dataset: Forward reaction prediction with 1.9M reactions from USPTO patents (1976-2016). Task: Predict the product of the given reaction. (1) Given the reactants [F:1][C:2]1[CH:7]=[CH:6][C:5]([N:8]2[C:16]3[C:11](=[CH:12][C:13](OS(C(F)(F)F)(=O)=O)=[CH:14][CH:15]=3)[CH:10]=[CH:9]2)=[CH:4][CH:3]=1.[CH3:25][C:26]([N:30]([CH2:34][CH3:35])[CH2:31][CH2:32][OH:33])([CH3:29])[C:27]#[CH:28], predict the reaction product. The product is: [CH2:34]([N:30]([C:26]([CH3:25])([CH3:29])[C:27]#[C:28][C:13]1[CH:12]=[C:11]2[C:16](=[CH:15][CH:14]=1)[N:8]([C:5]1[CH:6]=[CH:7][C:2]([F:1])=[CH:3][CH:4]=1)[CH:9]=[CH:10]2)[CH2:31][CH2:32][OH:33])[CH3:35]. (2) Given the reactants [Cl:1][C:2]1[CH:7]=[CH:6][C:5]([CH2:8][CH2:9][C:10](O)=[O:11])=[CH:4][CH:3]=1.B.O1CCCC1.CO, predict the reaction product. The product is: [Cl:1][C:2]1[CH:3]=[CH:4][C:5]([CH2:8][CH2:9][CH2:10][OH:11])=[CH:6][CH:7]=1. (3) Given the reactants C(O)(C(F)(F)F)=O.[NH2:8][C:9]([C@@H:11]1[CH2:16][C@@H:15]([O:17][C:18]2[CH:19]=[C:20]3[C:25](=[CH:26][C:27]=2[O:28][CH3:29])[N:24]=[CH:23][N:22]=[C:21]3[NH:30][C:31]2[CH:36]=[CH:35][CH:34]=[C:33]([Cl:37])[C:32]=2[F:38])[CH2:14][CH2:13][N:12]1C(OC(C)(C)C)=O)=[O:10], predict the reaction product. The product is: [Cl:37][C:33]1[C:32]([F:38])=[C:31]([NH:30][C:21]2[C:20]3[C:25](=[CH:26][C:27]([O:28][CH3:29])=[C:18]([O:17][C@H:15]4[CH2:14][CH2:13][NH:12][C@H:11]([C:9]([NH2:8])=[O:10])[CH2:16]4)[CH:19]=3)[N:24]=[CH:23][N:22]=2)[CH:36]=[CH:35][CH:34]=1. (4) Given the reactants [Cl:1][C:2]1[CH:3]=[CH:4][CH:5]=[C:6]2[C:15]=1[C:9]1([CH2:14][CH2:13][NH:12][CH2:11][CH2:10]1)[CH2:8][CH:7]2[CH2:16][C:17]([O:19]C)=[O:18].[Cl:21][C:22]1[C:32]([Cl:33])=[CH:31][CH:30]=[CH:29][C:23]=1[CH:24]=[CH:25][C:26](O)=[O:27], predict the reaction product. The product is: [Cl:1][C:2]1[CH:3]=[CH:4][CH:5]=[C:6]2[C:15]=1[C:9]1([CH2:10][CH2:11][N:12]([C:26](=[O:27])/[CH:25]=[CH:24]/[C:23]3[CH:29]=[CH:30][CH:31]=[C:32]([Cl:33])[C:22]=3[Cl:21])[CH2:13][CH2:14]1)[CH2:8][CH:7]2[CH2:16][C:17]([OH:19])=[O:18]. (5) Given the reactants [I:1][C:2]1[C:11]2[C:6](=[CH:7][CH:8]=[C:9]([O:12][CH3:13])[CH:10]=2)[C:5](O)=[N:4][CH:3]=1.O=P(Cl)(Cl)[Cl:17], predict the reaction product. The product is: [Cl:17][C:5]1[C:6]2[C:11](=[CH:10][C:9]([O:12][CH3:13])=[CH:8][CH:7]=2)[C:2]([I:1])=[CH:3][N:4]=1. (6) Given the reactants [S:1]1[C:5]2[CH:6]=[CH:7][CH:8]=[CH:9][C:4]=2[CH:3]=[C:2]1[C:10]1[N:11]=[C:12](Cl)[C:13]2[CH:19]=[CH:18][CH:17]=[N:16][C:14]=2[N:15]=1.[NH2:21][C:22]1[CH:23]=[C:24]2[C:28](=[CH:29][CH:30]=1)[NH:27][N:26]=[CH:25]2.C(=O)([O-])[O-].[K+].[K+], predict the reaction product. The product is: [S:1]1[C:5]2[CH:6]=[CH:7][CH:8]=[CH:9][C:4]=2[CH:3]=[C:2]1[C:10]1[N:11]=[C:12]([NH:21][C:22]2[CH:23]=[C:24]3[C:28](=[CH:29][CH:30]=2)[NH:27][N:26]=[CH:25]3)[C:13]2[CH:19]=[CH:18][CH:17]=[N:16][C:14]=2[N:15]=1. (7) Given the reactants [OH:1][C:2]1[C:3]([C:16]([NH:18][CH2:19][C:20]2[CH:25]=[CH:24][CH:23]=[CH:22][CH:21]=2)=[O:17])=[CH:4][N:5]([CH2:9][C:10]2[CH:15]=[CH:14][CH:13]=[CH:12][CH:11]=2)[C:6](=[O:8])[CH:7]=1.OC1C([C:41]([OH:43])=[O:42])=CN(CC2C=CC=CC=2)C(=O)C=1.C(Cl)CCl.C1C=CC2N(O)N=NC=2C=1.C(N)C1C=CC=CC=1.[CH3:66][N:67](C)[CH:68]=[O:69], predict the reaction product. The product is: [OH:1][C:2]1[C:3]([C:16]([NH:18][CH2:19][C:20]2[CH:21]=[CH:22][CH:23]=[CH:24][CH:25]=2)=[O:17])=[CH:4][N:5]([CH2:9][C:10]2[CH:15]=[CH:14][CH:13]=[CH:12][CH:11]=2)[C:6](=[O:8])[C:7]=1[C:68]([NH:67][CH2:66][C:41]([OH:43])=[O:42])=[O:69]. (8) Given the reactants Cl[C:2]1[N:7]=[C:6]([S:8][C:9]#[N:10])[C:5]([N+:11]([O-:13])=[O:12])=[CH:4][N:3]=1.C(=O)([O-])O.[Na+].[F:19][C:20]1[CH:25]=[CH:24][C:23]([NH:26][CH3:27])=[CH:22][C:21]=1[NH:28][C:29](=[O:35])[O:30][C:31]([CH3:34])([CH3:33])[CH3:32].O, predict the reaction product. The product is: [F:19][C:20]1[CH:25]=[CH:24][C:23]([N:26]([CH3:27])[C:2]2[N:7]=[C:6]([S:8][C:9]#[N:10])[C:5]([N+:11]([O-:13])=[O:12])=[CH:4][N:3]=2)=[CH:22][C:21]=1[NH:28][C:29](=[O:35])[O:30][C:31]([CH3:33])([CH3:32])[CH3:34].